From a dataset of Full USPTO retrosynthesis dataset with 1.9M reactions from patents (1976-2016). Predict the reactants needed to synthesize the given product. (1) Given the product [F:10][C:11]1[CH:16]=[CH:15][CH:14]=[C:13]([O:17][CH3:18])[C:12]=1[CH2:19][C:20]1[C:21]([NH2:22])=[N:1][C:2]2[C:3]([CH:4]=1)=[CH:6][CH:7]=[CH:8][CH:9]=2, predict the reactants needed to synthesize it. The reactants are: [NH2:1][C:2]1[CH:9]=[CH:8][CH:7]=[CH:6][C:3]=1[CH:4]=O.[F:10][C:11]1[CH:16]=[CH:15][CH:14]=[C:13]([O:17][CH3:18])[C:12]=1[CH2:19][CH2:20][C:21]#[N:22]. (2) The reactants are: [F:1][C:2]([F:12])([F:11])[O:3][C:4]1[CH:5]=[C:6]([OH:10])[CH:7]=[CH:8][CH:9]=1.[H-].[Na+].Cl[C:16]1[N:20]([CH2:21][C:22]2[CH:27]=[CH:26][C:25]([O:28][CH3:29])=[CH:24][CH:23]=2)[N:19]=[N:18][C:17]=1[C:30]([O:32][CH2:33][CH3:34])=[O:31]. Given the product [CH2:33]([O:32][C:30]([C:17]1[N:18]=[N:19][N:20]([CH2:21][C:22]2[CH:23]=[CH:24][C:25]([O:28][CH3:29])=[CH:26][CH:27]=2)[C:16]=1[O:10][C:6]1[CH:7]=[CH:8][CH:9]=[C:4]([O:3][C:2]([F:11])([F:12])[F:1])[CH:5]=1)=[O:31])[CH3:34], predict the reactants needed to synthesize it. (3) The reactants are: [CH3:1][O:2][CH2:3][CH2:4][O:5][CH2:6][CH2:7]O.[O:9]=[C:10]1[N:16]([CH:17]2[CH2:22][CH2:21][N:20]([C:23]([O:25][C@H:26]([CH2:45][C:46]3[CH:51]=[C:50]([C:52]([F:55])([F:54])[F:53])[C:49]([NH2:56])=[C:48]([Cl:57])[CH:47]=3)[C:27]([N:29]3[CH2:34][CH2:33][N:32]([CH:35]4[CH2:40][CH2:39][N:38]([CH2:41][C:42]([OH:44])=[O:43])[CH2:37][CH2:36]4)[CH2:31][CH2:30]3)=[O:28])=[O:24])[CH2:19][CH2:18]2)[CH2:15][CH2:14][C:13]2[CH:58]=[CH:59][CH:60]=[CH:61][C:12]=2[NH:11]1.CN(C(ON1N=NC2C=CC=CC1=2)=[N+](C)C)C.[B-](F)(F)(F)F.C(N(CC)CC)C. Given the product [O:9]=[C:10]1[N:16]([CH:17]2[CH2:22][CH2:21][N:20]([C:23]([O:25][C@H:26]([CH2:45][C:46]3[CH:51]=[C:50]([C:52]([F:53])([F:55])[F:54])[C:49]([NH2:56])=[C:48]([Cl:57])[CH:47]=3)[C:27]([N:29]3[CH2:30][CH2:31][N:32]([CH:35]4[CH2:40][CH2:39][N:38]([CH2:41][C:42]([O:44][CH2:7][CH2:6][O:5][CH2:4][CH2:3][O:2][CH3:1])=[O:43])[CH2:37][CH2:36]4)[CH2:33][CH2:34]3)=[O:28])=[O:24])[CH2:19][CH2:18]2)[CH2:15][CH2:14][C:13]2[CH:58]=[CH:59][CH:60]=[CH:61][C:12]=2[NH:11]1, predict the reactants needed to synthesize it. (4) The reactants are: [CH3:1][C:2]1([CH3:11])[O:6][C@:5]([CH3:10])([C:7]([O-:9])=[O:8])[CH2:4][O:3]1.[Li+].[CH2:13](Br)[C:14]1[CH:19]=[CH:18][CH:17]=[CH:16][CH:15]=1.C(=O)([O-])[O-].[K+].[K+]. Given the product [CH3:1][C:2]1([CH3:11])[O:6][C@:5]([CH3:10])([C:7]([O:9][CH2:13][C:14]2[CH:19]=[CH:18][CH:17]=[CH:16][CH:15]=2)=[O:8])[CH2:4][O:3]1, predict the reactants needed to synthesize it. (5) Given the product [NH2:27][C:12]1[N:13]=[C:14]([CH3:26])[C:15]2=[C:10]([CH2:9][C@H:8]([C:5]3[CH:6]=[CH:7][C:2]([F:1])=[CH:3][C:4]=3[C:28]3[CH:33]=[CH:32][CH:31]=[C:30]([O:34][CH3:35])[N:29]=3)[NH:17]/[C:16]/2=[N:18]\[OH:19])[N:11]=1, predict the reactants needed to synthesize it. The reactants are: [F:1][C:2]1[CH:7]=[CH:6][C:5]([C@@H:8]2[N:17]=[C:16]([NH:18][O:19]C3CCCCO3)[C:15]3[C:14]([CH3:26])=[N:13][C:12]([NH2:27])=[N:11][C:10]=3[CH2:9]2)=[C:4]([C:28]2[CH:33]=[CH:32][CH:31]=[C:30]([O:34][CH3:35])[N:29]=2)[CH:3]=1.Cl. (6) The reactants are: CN(C(ON1N=NC2C=CC=NC1=2)=[N+](C)C)C.F[P-](F)(F)(F)(F)F.C(N(CC)C(C)C)(C)C.[CH3:34][C:35]1[CH:40]=[CH:39][CH:38]=[C:37]([CH3:41])[C:36]=1[NH:42][C:43]([NH:45][C:46]1[C:47]([C:56](O)=[O:57])=[CH:48][C:49]2[C:54]([CH:55]=1)=[CH:53][CH:52]=[CH:51][CH:50]=2)=[O:44].[NH2:59][CH:60]([CH3:67])[CH2:61][C:62]([O:64][CH2:65][CH3:66])=[O:63].C([O-])(O)=O.[Na+]. Given the product [CH3:34][C:35]1[CH:40]=[CH:39][CH:38]=[C:37]([CH3:41])[C:36]=1[NH:42][C:43]([NH:45][C:46]1[C:47]([C:56]([NH:59][CH:60]([CH3:67])[CH2:61][C:62]([O:64][CH2:65][CH3:66])=[O:63])=[O:57])=[CH:48][C:49]2[C:54]([CH:55]=1)=[CH:53][CH:52]=[CH:51][CH:50]=2)=[O:44], predict the reactants needed to synthesize it. (7) Given the product [NH2:14][C:15]1[NH:16][N:17]([C:26]2[C:27]([Cl:34])=[CH:28][C:29]([Cl:33])=[CH:30][C:31]=2[Cl:32])[C:18](=[O:25])[C:19]=1[N:20]1[CH:24]=[CH:23][CH:22]=[N:21]1, predict the reactants needed to synthesize it. The reactants are: [OH-].[Ba+2].[OH-].[OH-].[Na+].C([NH:14][C:15]1[NH:16][N:17]([C:26]2[C:31]([Cl:32])=[CH:30][C:29]([Cl:33])=[CH:28][C:27]=2[Cl:34])[C:18](=[O:25])[C:19]=1[N:20]1[CH:24]=[CH:23][CH:22]=[N:21]1)(=O)C1C=CC=CC=1. (8) Given the product [CH3:8][C:5]1[CH:4]=[CH:3][C:2]([CH:9]=[CH2:10])=[CH:7][N:6]=1, predict the reactants needed to synthesize it. The reactants are: Br[C:2]1[CH:3]=[CH:4][C:5]([CH3:8])=[N:6][CH:7]=1.[CH2:9](C([Sn])=C(CCCC)CCCC)[CH2:10]CC. (9) Given the product [Cl:16][C:12]1[CH:11]=[C:10]([C:4]2[N:3]=[C:2]([NH:17][C:18]3[O:19][C:20]([CH2:23][C:24]([O:26][CH3:27])=[O:25])=[CH:21][N:22]=3)[CH:7]=[C:6]([CH2:8][CH3:9])[N:5]=2)[CH:15]=[CH:14][CH:13]=1, predict the reactants needed to synthesize it. The reactants are: Cl[C:2]1[CH:7]=[C:6]([CH2:8][CH3:9])[N:5]=[C:4]([C:10]2[CH:15]=[CH:14][CH:13]=[C:12]([Cl:16])[CH:11]=2)[N:3]=1.[NH2:17][C:18]1[O:19][C:20]([CH2:23][C:24]([O:26][CH3:27])=[O:25])=[CH:21][N:22]=1.C1C=CC(P(C2C(C3C(P(C4C=CC=CC=4)C4C=CC=CC=4)=CC=C4C=3C=CC=C4)=C3C(C=CC=C3)=CC=2)C2C=CC=CC=2)=CC=1.C(=O)([O-])[O-].[Cs+].[Cs+].